Dataset: Forward reaction prediction with 1.9M reactions from USPTO patents (1976-2016). Task: Predict the product of the given reaction. Given the reactants [CH2:1]1[O:8][C:6](=[O:7])[CH2:5][O:4][C:2]1=[O:3].[CH3:9][C@@H:10]1[O:17][C:15](=[O:16])[C@H:14]([CH3:18])[O:13][C:11]1=[O:12].C(O)CCCCCCCCCCC.CC1C=CC(NC2C=CC(O)=C3C(C4C(C(=O)C=23)=CC=CC=4)=O)=CC=1.O.O.[Sn](Cl)(Cl)(Cl)Cl, predict the reaction product. The product is: [CH2:1]1[O:8][C:6](=[O:7])[CH2:5][O:4][C:2]1=[O:3].[CH3:9][C@@H:10]1[O:17][C:15](=[O:16])[C@H:14]([CH3:18])[O:13][C:11]1=[O:12].